From a dataset of Reaction yield outcomes from USPTO patents with 853,638 reactions. Predict the reaction yield, written as a fraction of the theoretical maximum amount of product (1.0 means a 100% yield; for example, 0.34 means a 34% yield). The catalyst is N1C=CC=CC=1. The product is [N+:1]([C:4]1[CH:5]=[C:6]2[N:11]=[C:12]([C:13]3[CH:18]=[CH:17][N:16]=[CH:15][CH:14]=3)[NH:10][C:7]2=[N:8][CH:9]=1)([O-:3])=[O:2]. The reactants are [N+:1]([C:4]1[CH:5]=[C:6]([NH2:11])[C:7]([NH2:10])=[N:8][CH:9]=1)([O-:3])=[O:2].[C:12](O)(=O)[C:13]1[CH:18]=[CH:17][N:16]=[CH:15][CH:14]=1.P(OC1C=CC=CC=1)(OC1C=CC=CC=1)OC1C=CC=CC=1. The yield is 0.250.